Dataset: Full USPTO retrosynthesis dataset with 1.9M reactions from patents (1976-2016). Task: Predict the reactants needed to synthesize the given product. (1) The reactants are: Cl[CH2:2][C:3]1[N:12]([C:13]2[CH:18]=[CH:17][CH:16]=[CH:15][C:14]=2[Cl:19])[C:11](=[O:20])[C:10]2[C:5](=[CH:6][CH:7]=[CH:8][C:9]=2[CH3:21])[N:4]=1.O.[SH:23][C:24]1[N:32]=[CH:31][N:30]=[C:29]2[C:25]=1[NH:26][CH:27]=[N:28]2.C([O-])([O-])=O.[K+].[K+]. Given the product [Cl:19][C:14]1[CH:15]=[CH:16][CH:17]=[CH:18][C:13]=1[N:12]1[C:11](=[O:20])[C:10]2[C:5](=[CH:6][CH:7]=[CH:8][C:9]=2[CH3:21])[N:4]=[C:3]1[CH2:2][S:23][C:24]1[N:32]=[CH:31][N:30]=[C:29]2[C:25]=1[N:26]=[CH:27][NH:28]2, predict the reactants needed to synthesize it. (2) Given the product [CH3:59][N:58]([CH3:60])[C:57]1[CH:61]=[CH:62][CH:63]=[C:64]2[C:56]=1[CH:55]=[CH:54][CH:53]=[C:52]2[S:49]([C:2]1[CH:3]=[CH:4][C:5]([CH:20]([CH3:22])[CH3:21])=[C:6]([S:8]([NH:11][CH2:12][CH2:13][C:14]2[CH:19]=[CH:18][CH:17]=[CH:16][N:15]=2)(=[O:10])=[O:9])[CH:7]=1)(=[O:51])=[O:50], predict the reactants needed to synthesize it. The reactants are: Br[C:2]1[CH:3]=[CH:4][C:5]([CH:20]([CH3:22])[CH3:21])=[C:6]([S:8]([NH:11][CH2:12][CH2:13][C:14]2[CH:19]=[CH:18][CH:17]=[CH:16][N:15]=2)(=[O:10])=[O:9])[CH:7]=1.C[Mg]Br.C1(C)C=CC=CC=1.C1COCC1.C([Li])CCC.CCCCCC.[S:49](F)([C:52]1[C:64]2[CH:63]=[CH:62][CH:61]=[C:57]([N:58]([CH3:60])[CH3:59])[C:56]=2[CH:55]=[CH:54][CH:53]=1)(=[O:51])=[O:50]. (3) The reactants are: [CH3:1][O:2][C:3]1[CH:4]=[N:5][CH:6]=[CH:7][C:8]=1[N+:9]([O-:11])=[O:10].S([O-])(OC)(=O)=O.ClCCCl.[C-:22]#[N:23].[Na+]. Given the product [C:22]([C:4]1[C:3]([O:2][CH3:1])=[C:8]([N+:9]([O-:11])=[O:10])[CH:7]=[CH:6][N:5]=1)#[N:23], predict the reactants needed to synthesize it. (4) Given the product [CH2:32]([O:34][C:35](=[O:45])[C:36]1[CH:41]=[CH:40][C:39]([O:42][CH3:43])=[C:38]([O:44][CH2:55][CH2:54][C:48]2[CH:49]=[CH:50][C:51]([Cl:53])=[CH:52][C:47]=2[Cl:46])[CH:37]=1)[CH3:33], predict the reactants needed to synthesize it. The reactants are: C1(P(C2C=CC=CC=2)C2C=CC=CC=2)C=CC=CC=1.CCOC(/N=N/C(OCC)=O)=O.[CH2:32]([O:34][C:35](=[O:45])[C:36]1[CH:41]=[CH:40][C:39]([O:42][CH3:43])=[C:38]([OH:44])[CH:37]=1)[CH3:33].[Cl:46][C:47]1[CH:52]=[C:51]([Cl:53])[CH:50]=[CH:49][C:48]=1[CH2:54][CH2:55]O. (5) Given the product [Br:3][C:4]1[CH:5]=[C:6]2[C:17](=[CH:11][CH:12]=1)[N:18]([CH3:19])[C:20](=[O:21])[C:7]2([CH3:8])[CH3:14], predict the reactants needed to synthesize it. The reactants are: [H-].[Na+].[Br:3][C:4]1[CH:5]=[C:6]2C(=[CH:11][CH:12]=1)N[C:8](=O)[CH2:7]2.[CH3:14]I.Cl.[CH3:17][N:18]([CH:20]=[O:21])[CH3:19]. (6) Given the product [CH2:28]([O:30][C:31](=[O:48])[CH2:32][C:33]1[CH:38]=[CH:37][C:36]([C:21]2[CH:22]=[CH:23][C:18]([C:17]3[O:16][N:15]=[C:14]([CH3:26])[C:13]=3[NH:12][C:11]([O:10][C@@H:8]([C:3]3[CH:4]=[CH:5][CH:6]=[CH:7][C:2]=3[Cl:1])[CH3:9])=[O:27])=[CH:19][C:20]=2[Cl:25])=[CH:35][CH:34]=1)[CH3:29], predict the reactants needed to synthesize it. The reactants are: [Cl:1][C:2]1[CH:7]=[CH:6][CH:5]=[CH:4][C:3]=1[C@H:8]([O:10][C:11](=[O:27])[NH:12][C:13]1[C:14]([CH3:26])=[N:15][O:16][C:17]=1[C:18]1[CH:23]=[CH:22][C:21](Br)=[C:20]([Cl:25])[CH:19]=1)[CH3:9].[CH2:28]([O:30][C:31](=[O:48])[CH2:32][C:33]1[CH:38]=[CH:37][C:36](B2OC(C)(C)C(C)(C)O2)=[CH:35][CH:34]=1)[CH3:29].